From a dataset of Forward reaction prediction with 1.9M reactions from USPTO patents (1976-2016). Predict the product of the given reaction. (1) Given the reactants Br[CH2:2][CH2:3][CH2:4][CH2:5][C:6]([O:8][CH2:9][CH3:10])=[O:7].[I-].[K+].C(=O)([O-])[O-].[Na+].[Na+].[CH3:19][O:20][C:21]1[CH:26]=[CH:25][CH:24]=[CH:23][C:22]=1[CH2:27][CH2:28][NH:29][CH:30]1[CH2:39][CH2:38][CH2:37][C:36]2[N:35]=[C:34]([C:40]#[N:41])[CH:33]=[CH:32][C:31]1=2, predict the reaction product. The product is: [C:40]([C:34]1[CH:33]=[CH:32][C:31]2[CH:30]([N:29]([CH2:28][CH2:27][C:22]3[CH:23]=[CH:24][CH:25]=[CH:26][C:21]=3[O:20][CH3:19])[CH2:2][CH2:3][CH2:4][CH2:5][C:6]([O:8][CH2:9][CH3:10])=[O:7])[CH2:39][CH2:38][CH2:37][C:36]=2[N:35]=1)#[N:41]. (2) Given the reactants CC1(C)OC(=O)[C:5](=[CH:9][NH:10][C:11]2[S:15][C:14]([CH2:16][CH2:17][CH3:18])=[N:13][CH:12]=2)[C:4](=O)[O:3]1.C1(OC2C=CC=CC=2)C=CC=CC=1, predict the reaction product. The product is: [CH2:16]([C:14]1[S:15][C:11]2[NH:10][CH:9]=[CH:5][C:4](=[O:3])[C:12]=2[N:13]=1)[CH2:17][CH3:18]. (3) The product is: [F:39][C:40]([F:45])([F:44])[C:41]([OH:43])=[O:42].[CH2:1]([N:3]1[CH:7]=[CH:6][C:5]([CH2:8][N:9]2[C:14]3[CH:15]=[C:16]([C:18]4[CH:23]=[CH:22][CH:21]=[CH:20][CH:19]=4)[S:17][C:13]=3[C:12](=[O:24])[N:11]([CH:25]3[CH2:26][CH2:27][NH:28][CH2:29][CH2:30]3)[C:10]2=[O:38])=[N:4]1)[CH3:2]. Given the reactants [CH2:1]([N:3]1[CH:7]=[CH:6][C:5]([CH2:8][N:9]2[C:14]3[CH:15]=[C:16]([C:18]4[CH:23]=[CH:22][CH:21]=[CH:20][CH:19]=4)[S:17][C:13]=3[C:12](=[O:24])[N:11]([CH:25]3[CH2:30][CH2:29][N:28](C(OC(C)(C)C)=O)[CH2:27][CH2:26]3)[C:10]2=[O:38])=[N:4]1)[CH3:2].[F:39][C:40]([F:45])([F:44])[C:41]([OH:43])=[O:42], predict the reaction product. (4) Given the reactants OC(C(F)(F)F)=O.[NH2:8][C@H:9]([CH2:31][C:32]1[CH:37]=[CH:36][C:35]([Cl:38])=[CH:34][CH:33]=1)[C:10]([NH:12][N:13]1[CH2:17][CH2:16][C@H:15]([N:18]([CH:25]2[CH2:30][CH2:29][CH2:28][CH2:27][CH2:26]2)[C:19](=[O:24])[C@H:20]([CH3:23])[CH2:21][OH:22])[CH2:14]1)=[O:11], predict the reaction product. The product is: [ClH:38].[NH2:8][C@H:9]([CH2:31][C:32]1[CH:33]=[CH:34][C:35]([Cl:38])=[CH:36][CH:37]=1)[C:10]([NH:12][N:13]1[CH2:17][CH2:16][C@H:15]([N:18]([CH:25]2[CH2:30][CH2:29][CH2:28][CH2:27][CH2:26]2)[C:19](=[O:24])[C@H:20]([CH3:23])[CH2:21][OH:22])[CH2:14]1)=[O:11]. (5) Given the reactants S1[CH2:6][CH:5]=[C:4]([C:7]2[CH:8]=[C:9]([C:13]3[CH:14]=[C:15]4[C:20](=[N:21][CH:22]=3)[N:19]([C:23]([NH2:25])=[O:24])[CH2:18][CH2:17][CH2:16]4)[CH:10]=[N:11][CH:12]=2)[CH2:3][CH2:2]1.O[O:27][S:28]([O-:30])=O.[K+], predict the reaction product. The product is: [O:27]=[S:28]1(=[O:30])[CH2:2][CH:3]=[C:4]([C:7]2[CH:8]=[C:9]([C:13]3[CH:14]=[C:15]4[C:20](=[N:21][CH:22]=3)[N:19]([C:23]([NH2:25])=[O:24])[CH2:18][CH2:17][CH2:16]4)[CH:10]=[N:11][CH:12]=2)[CH2:5][CH2:6]1. (6) The product is: [CH2:24]([O:21][C:19](=[O:22])[C:20](=[CH:6][C:5]1[CH:8]=[CH:9][C:2]([Br:1])=[CH:3][CH:4]=1)[C:10]([O:17][CH2:18][CH3:29])=[O:16])[CH3:25]. Given the reactants [Br:1][C:2]1[CH:9]=[CH:8][C:5]([CH:6]=O)=[CH:4][CH:3]=1.[C:10]([O:17][CH3:18])(=[O:16])C[C:10]([O:17][CH3:18])=[O:16].[C:19]([OH:22])(=[O:21])[CH3:20].N1CCC[CH2:25][CH2:24]1.[C:29]1(C)C=CC=CC=1, predict the reaction product. (7) Given the reactants C(Cl)(=O)C(Cl)=O.[C:7]([C:9]1[C:10]([C:19]2[CH:24]=[CH:23][C:22]([C:25]3[S:26][CH:27]=[CH:28][N:29]=3)=[CH:21][CH:20]=2)=[C:11]([C:16](O)=[O:17])[S:12][C:13]=1[CH2:14][CH3:15])#[N:8].C[N:31](C=O)C.N, predict the reaction product. The product is: [C:7]([C:9]1[C:10]([C:19]2[CH:24]=[CH:23][C:22]([C:25]3[S:26][CH:27]=[CH:28][N:29]=3)=[CH:21][CH:20]=2)=[C:11]([C:16]([NH2:31])=[O:17])[S:12][C:13]=1[CH2:14][CH3:15])#[N:8]. (8) Given the reactants [OH:1][CH2:2][C:3]1[CH:4]=[C:5]([CH:8]=[CH:9][CH:10]=1)[C:6]#[N:7].Cl[C:12]1[CH:13]=[C:14]2[N:21](C(OC(C)(C)C)=O)[C@@H:20]([CH3:29])[CH2:19][N:15]2[C:16](=[O:18])[N:17]=1, predict the reaction product. The product is: [CH3:29][C@H:20]1[CH2:19][N:15]2[C:16](=[O:18])[N:17]=[C:12]([O:1][CH2:2][C:3]3[CH:4]=[C:5]([CH:8]=[CH:9][CH:10]=3)[C:6]#[N:7])[CH:13]=[C:14]2[NH:21]1. (9) Given the reactants [Si:1]([O:18][CH2:19][C@:20]12[CH2:46][CH2:45][C@@H:44]([C:47]([CH3:49])=[CH2:48])[C@@H:21]1[CH:22]1[C@@:35]([CH3:38])([CH2:36][CH2:37]2)[C@@:34]2([CH3:39])[C@@H:25]([C@:26]3([CH3:43])[C@@H:31]([CH2:32][CH2:33]2)[C:30]([CH3:41])([CH3:40])[C@@H:29]([OH:42])[CH2:28][CH2:27]3)[CH2:24][CH2:23]1)([C:14]([CH3:17])([CH3:16])[CH3:15])([C:8]1[CH:13]=[CH:12][CH:11]=[CH:10][CH:9]=1)[C:2]1[CH:7]=[CH:6][CH:5]=[CH:4][CH:3]=1.C1C=C[NH+]=CC=1.[O-][Cr](Cl)(=O)=O.[Si](OC[C@]12CC[C@@H](C(C)=C)[C@@H]1C1[C@@](C)(CC2)[C@@]2(C)[C@@H]([C@]3(C)[C@@H](CC2)C(C)(C)C(=O)CC3)CC1)(C(C)(C)C)(C1C=CC=CC=1)C1C=CC=CC=1.C[Si]([N-][Si](C)(C)C)(C)C.[K+].C1C=CC(N(S(C(F)(F)F)(=O)=O)[S:127]([C:130]([F:133])([F:132])[F:131])(=[O:129])=[O:128])=CC=1, predict the reaction product. The product is: [F:131][C:130]([F:133])([F:132])[S:127]([O:42][C:29]1[C:30]([CH3:40])([CH3:41])[C@H:31]2[C@:26]([CH3:43])([CH2:27][CH:28]=1)[C@@H:25]1[C@:34]([CH3:39])([C@@:35]3([CH3:38])[CH:22]([CH2:23][CH2:24]1)[C@H:21]1[C@H:44]([C:47]([CH3:49])=[CH2:48])[CH2:45][CH2:46][C@:20]1([CH2:19][O:18][Si:1]([C:14]([CH3:17])([CH3:16])[CH3:15])([C:8]1[CH:9]=[CH:10][CH:11]=[CH:12][CH:13]=1)[C:2]1[CH:7]=[CH:6][CH:5]=[CH:4][CH:3]=1)[CH2:37][CH2:36]3)[CH2:33][CH2:32]2)(=[O:129])=[O:128]. (10) Given the reactants [CH3:1][O:2][C:3](=[O:16])[CH2:4][C:5]1[S:6][C:7]([C:10]2[N:11]=[C:12]([NH2:15])[S:13][CH:14]=2)=[CH:8][CH:9]=1.[C:17](OC(=O)C)(=[O:19])[CH3:18], predict the reaction product. The product is: [CH3:1][O:2][C:3](=[O:16])[CH2:4][C:5]1[S:6][C:7]([C:10]2[N:11]=[C:12]([NH:15][C:17](=[O:19])[CH3:18])[S:13][CH:14]=2)=[CH:8][CH:9]=1.